This data is from Forward reaction prediction with 1.9M reactions from USPTO patents (1976-2016). The task is: Predict the product of the given reaction. Given the reactants [Br:1][CH2:2][CH2:3][CH2:4][C:5]([CH3:9])([CH3:8])[CH2:6][OH:7].[O:10]1[CH:15]=[CH:14][CH2:13][CH2:12][CH2:11]1, predict the reaction product. The product is: [Br:1][CH2:2][CH2:3][CH2:4][C:5]([CH3:9])([CH3:8])[CH2:6][O:7][CH:11]1[CH2:12][CH2:13][CH2:14][CH2:15][O:10]1.